Dataset: Full USPTO retrosynthesis dataset with 1.9M reactions from patents (1976-2016). Task: Predict the reactants needed to synthesize the given product. (1) Given the product [CH3:17][O:16][C:13]1[CH:14]=[CH:15][C:10]([N+:7]([O-:9])=[O:8])=[C:11]([CH2:24][C:25]#[N:26])[CH:12]=1, predict the reactants needed to synthesize it. The reactants are: CC(C)([O-])C.[K+].[N+:7]([C:10]1[CH:15]=[CH:14][C:13]([O:16][CH3:17])=[CH:12][CH:11]=1)([O-:9])=[O:8].ClC1C=CC(O[CH2:24][C:25]#[N:26])=CC=1.Cl. (2) The reactants are: [H-].[Na+].[Si:3]([O:10][C@@H:11]1[C@H:15]([CH2:16][O:17][Si:18]([C:21]([CH3:24])([CH3:23])[CH3:22])([CH3:20])[CH3:19])[CH2:14][C@@H:13]([OH:25])[CH2:12]1)([C:6]([CH3:9])([CH3:8])[CH3:7])([CH3:5])[CH3:4].[Cl:26][C:27]1[CH:32]=[C:31](Cl)[N:30]=[CH:29][N:28]=1. Given the product [Si:3]([O:10][C@@H:11]1[C@H:15]([CH2:16][O:17][Si:18]([C:21]([CH3:24])([CH3:23])[CH3:22])([CH3:19])[CH3:20])[CH2:14][C@@H:13]([O:25][C:31]2[CH:32]=[C:27]([Cl:26])[N:28]=[CH:29][N:30]=2)[CH2:12]1)([C:6]([CH3:9])([CH3:8])[CH3:7])([CH3:5])[CH3:4], predict the reactants needed to synthesize it. (3) Given the product [F:1][C:2]1[CH:27]=[CH:26][CH:25]=[C:24]([F:28])[C:3]=1[CH2:4][O:5][C:6]1[C:7]2[N:8]([C:12]([C:16]([NH:18][CH:19]([CH2:22][O:23][CH2:30][CH:31]([CH3:33])[CH3:32])[CH2:20][OH:21])=[O:17])=[C:13]([CH3:15])[N:14]=2)[CH:9]=[CH:10][CH:11]=1, predict the reactants needed to synthesize it. The reactants are: [F:1][C:2]1[CH:27]=[CH:26][CH:25]=[C:24]([F:28])[C:3]=1[CH2:4][O:5][C:6]1[C:7]2[N:8]([C:12]([C:16]([NH:18][CH:19]([CH2:22][OH:23])[CH2:20][OH:21])=[O:17])=[C:13]([CH3:15])[N:14]=2)[CH:9]=[CH:10][CH:11]=1.I[CH2:30][CH:31]([CH3:33])[CH3:32]. (4) The reactants are: [CH2:1]([O:3][C:4](=[O:17])[C:5]([O:8][C:9]1[CH:14]=[CH:13][C:12]([CH2:15][NH2:16])=[CH:11][CH:10]=1)([CH3:7])[CH3:6])[CH3:2].[CH3:18][O:19][CH2:20][CH2:21][C:22]1[C:27]([C:28](O)=[O:29])=[CH:26][N:25]=[C:24]([C:31]2[CH:36]=[CH:35][C:34]([C:37]([F:40])([F:39])[F:38])=[CH:33][CH:32]=2)[N:23]=1.COC(=O)CC(=O)CCOC. Given the product [CH2:1]([O:3][C:4](=[O:17])[C:5]([O:8][C:9]1[CH:10]=[CH:11][C:12]([CH2:15][NH:16][C:28]([C:27]2[C:22]([CH2:21][CH2:20][O:19][CH3:18])=[N:23][C:24]([C:31]3[CH:32]=[CH:33][C:34]([C:37]([F:40])([F:39])[F:38])=[CH:35][CH:36]=3)=[N:25][CH:26]=2)=[O:29])=[CH:13][CH:14]=1)([CH3:7])[CH3:6])[CH3:2], predict the reactants needed to synthesize it. (5) Given the product [Br:1][C:2]1[C:7]([CH3:8])=[CH:6][C:5]([OH:9])=[CH:4][C:3]=1[CH2:11][Br:12], predict the reactants needed to synthesize it. The reactants are: [Br:1][C:2]1[C:7]([CH3:8])=[CH:6][C:5]([O:9]C)=[CH:4][C:3]=1[CH2:11][Br:12].B(Br)(Br)Br.CO. (6) Given the product [ClH:1].[ClH:1].[CH2:10]([N:9]([CH3:11])[C:5]1([CH2:3][CH3:4])[CH2:8][NH:7][CH2:6]1)[CH3:12], predict the reactants needed to synthesize it. The reactants are: [ClH:1].Cl.[CH2:3]([C:5]1([N:9]([CH3:11])[CH3:10])[CH2:8][NH:7][CH2:6]1)[CH3:4].[CH3:12]NCC. (7) Given the product [CH3:30][O:29][C:17]1[CH:18]=[C:19]([N:22]2[CH2:23][CH2:24][N:25]([CH3:28])[CH2:26][CH2:27]2)[CH:20]=[CH:21][C:16]=1[NH:15][C:8]1[N:7]=[C:6]([O:5][C:4]2[CH:3]=[C:2]([NH:1][C:43](=[O:46])[CH:44]=[CH2:45])[CH:33]=[CH:32][CH:31]=2)[C:11]2=[CH:12][CH:13]=[CH:14][N:10]2[N:9]=1, predict the reactants needed to synthesize it. The reactants are: [NH2:1][C:2]1[CH:3]=[C:4]([CH:31]=[CH:32][CH:33]=1)[O:5][C:6]1[C:11]2=[CH:12][CH:13]=[CH:14][N:10]2[N:9]=[C:8]([NH:15][C:16]2[CH:21]=[CH:20][C:19]([N:22]3[CH2:27][CH2:26][N:25]([CH3:28])[CH2:24][CH2:23]3)=[CH:18][C:17]=2[O:29][CH3:30])[N:7]=1.CCN(C(C)C)C(C)C.[C:43](Cl)(=[O:46])[CH:44]=[CH2:45].